From a dataset of Peptide-MHC class II binding affinity with 134,281 pairs from IEDB. Regression. Given a peptide amino acid sequence and an MHC pseudo amino acid sequence, predict their binding affinity value. This is MHC class II binding data. (1) The peptide sequence is INEPTAAAICYGLDR. The MHC is HLA-DQA10501-DQB10301 with pseudo-sequence HLA-DQA10501-DQB10301. The binding affinity (normalized) is 0.733. (2) The peptide sequence is GVLACAIATHAKIRD. The MHC is HLA-DQA10501-DQB10301 with pseudo-sequence HLA-DQA10501-DQB10301. The binding affinity (normalized) is 0.730. (3) The peptide sequence is LFRVYSNFLRGKLKL. The MHC is DRB1_0401 with pseudo-sequence DRB1_0401. The binding affinity (normalized) is 0.402. (4) The peptide sequence is FREFSRAKGLNQEILE. The MHC is DRB4_0101 with pseudo-sequence DRB4_0103. The binding affinity (normalized) is 0. (5) The peptide sequence is VEIFENKTTLPVNVA. The MHC is DRB1_0101 with pseudo-sequence DRB1_0101. The binding affinity (normalized) is 0.615. (6) The binding affinity (normalized) is 0. The peptide sequence is IAAFVGAAATLVSLVTFMIA. The MHC is H-2-IAk with pseudo-sequence H-2-IAk. (7) The peptide sequence is TLTPMMSSKFPELGM. The MHC is DRB1_1101 with pseudo-sequence DRB1_1101. The binding affinity (normalized) is 0.0498. (8) The peptide sequence is KKGAGGITIKKTGQA. The MHC is HLA-DQA10101-DQB10501 with pseudo-sequence HLA-DQA10101-DQB10501. The binding affinity (normalized) is 0.